This data is from Forward reaction prediction with 1.9M reactions from USPTO patents (1976-2016). The task is: Predict the product of the given reaction. (1) The product is: [Br:18][C:16]1[CH:17]=[C:12]2[C:13](=[CH:14][CH:15]=1)[NH:19][C:3](=[O:2])[C:4]2([CH3:5])[C:6]1[CH:11]=[CH:10][CH:9]=[CH:8][CH:7]=1. Given the reactants C[O:2][C:3](=O)[C:4]([C:12]1[CH:17]=[C:16]([Br:18])[CH:15]=[CH:14][C:13]=1[N+:19]([O-])=O)([C:6]1[CH:11]=[CH:10][CH:9]=[CH:8][CH:7]=1)[CH3:5], predict the reaction product. (2) Given the reactants [CH2:1]([C:3]([C:28]1[CH:43]=[CH:42][C:31]([O:32][CH2:33][CH2:34][CH2:35][CH2:36][C:37]2[NH:41][N:40]=[N:39][N:38]=2)=[C:30]([CH3:44])[CH:29]=1)([C:6]1[CH:11]=[CH:10][C:9]([C:12]#[C:13][C:14]([O:23]COC)([C:19]([F:22])([F:21])[F:20])[C:15]([F:18])([F:17])[F:16])=[C:8]([CH3:27])[CH:7]=1)[CH2:4][CH3:5])[CH3:2].CC1C=CC(S(O)(=O)=O)=CC=1, predict the reaction product. The product is: [CH2:1]([C:3]([C:6]1[CH:11]=[CH:10][C:9]([C:12]#[C:13][C:14]([C:19]([F:22])([F:21])[F:20])([OH:23])[C:15]([F:18])([F:17])[F:16])=[C:8]([CH3:27])[CH:7]=1)([C:28]1[CH:43]=[CH:42][C:31]([O:32][CH2:33][CH2:34][CH2:35][CH2:36][C:37]2[NH:41][N:40]=[N:39][N:38]=2)=[C:30]([CH3:44])[CH:29]=1)[CH2:4][CH3:5])[CH3:2]. (3) Given the reactants [F:1][C:2]([F:36])([F:35])[C:3]1[CH:8]=[CH:7][C:6]([C:9]2[CH:10]=[C:11]([CH:32]=[CH:33][CH:34]=2)[CH2:12][O:13][C:14]2[CH:19]=[CH:18][C:17]([CH:20]([C:27]3[O:31][N:30]=[CH:29][CH:28]=3)[CH2:21][C:22]([O:24]CC)=[O:23])=[CH:16][CH:15]=2)=[CH:5][CH:4]=1.O.Cl, predict the reaction product. The product is: [F:36][C:2]([F:1])([F:35])[C:3]1[CH:4]=[CH:5][C:6]([C:9]2[CH:10]=[C:11]([CH:32]=[CH:33][CH:34]=2)[CH2:12][O:13][C:14]2[CH:15]=[CH:16][C:17]([CH:20]([C:27]3[O:31][N:30]=[CH:29][CH:28]=3)[CH2:21][C:22]([OH:24])=[O:23])=[CH:18][CH:19]=2)=[CH:7][CH:8]=1. (4) Given the reactants [Br:1][C:2]1[CH:7]=[CH:6][C:5]([O:8][C:9]([F:12])([F:11])[F:10])=[CH:4][C:3]=1[CH3:13].C1C(=O)N([Br:21])C(=O)C1.N(C(C)(C)C#N)=NC(C)(C)C#N, predict the reaction product. The product is: [Br:1][C:2]1[CH:7]=[CH:6][C:5]([O:8][C:9]([F:10])([F:11])[F:12])=[CH:4][C:3]=1[CH2:13][Br:21]. (5) The product is: [F:1][C:2]1[C:11]([F:12])=[C:10]2[C:5]([CH2:6][CH2:7][CH2:8][O:9]2)=[C:4]2[CH:13]=[C:14]([CH:15]3[CH2:20][CH2:19][CH:18]([CH2:21][CH2:22][CH3:23])[CH2:17][CH2:16]3)[O:24][C:3]=12. Given the reactants [F:1][C:2]1[C:11]([F:12])=[C:10]2[C:5]([CH2:6][CH2:7][CH2:8][O:9]2)=[C:4]([C:13]#[C:14][CH:15]2[CH2:20][CH2:19][CH:18]([CH2:21][CH2:22][CH3:23])[CH2:17][CH2:16]2)[C:3]=1[OH:24].CN(CCN(C)C)C.C([Zn]CC)C.[Cl-].[NH4+], predict the reaction product. (6) Given the reactants [CH:1]([C:3]1[C:4]([O:19][CH3:20])=[C:5]([CH:16]=[CH:17][CH:18]=1)[O:6][C:7]1[N:14]=[C:13]([CH3:15])[CH:12]=[CH:11][C:8]=1[C:9]#[N:10])=O.CN.[C:23]([BH3-])#[N:24].[Na+].[C:27]([OH:34])(=[O:33])/[CH:28]=[CH:29]/[C:30]([OH:32])=[O:31], predict the reaction product. The product is: [C:27]([OH:34])(=[O:33])/[CH:28]=[CH:29]/[C:30]([OH:32])=[O:31].[CH3:20][O:19][C:4]1[C:3]([CH2:1][NH:24][CH3:23])=[CH:18][CH:17]=[CH:16][C:5]=1[O:6][C:7]1[N:14]=[C:13]([CH3:15])[CH:12]=[CH:11][C:8]=1[C:9]#[N:10].